Dataset: Forward reaction prediction with 1.9M reactions from USPTO patents (1976-2016). Task: Predict the product of the given reaction. Given the reactants [OH-].[Na+].C[O:4][C:5](=[O:37])[C:6]1[CH:11]=[CH:10][C:9]([O:12][CH:13]([C:20]2[CH:21]=[N:22][C:23]([C:26]3[CH:31]=[CH:30][C:29]([C:32]([F:35])([F:34])[F:33])=[CH:28][CH:27]=3)=[CH:24][CH:25]=2)[CH2:14][CH2:15][CH2:16][CH2:17][CH2:18][CH3:19])=[C:8]([F:36])[CH:7]=1.O1CCCC1, predict the reaction product. The product is: [F:36][C:8]1[CH:7]=[C:6]([CH:11]=[CH:10][C:9]=1[O:12][CH:13]([C:20]1[CH:21]=[N:22][C:23]([C:26]2[CH:27]=[CH:28][C:29]([C:32]([F:35])([F:33])[F:34])=[CH:30][CH:31]=2)=[CH:24][CH:25]=1)[CH2:14][CH2:15][CH2:16][CH2:17][CH2:18][CH3:19])[C:5]([OH:37])=[O:4].